From a dataset of Full USPTO retrosynthesis dataset with 1.9M reactions from patents (1976-2016). Predict the reactants needed to synthesize the given product. (1) Given the product [CH2:1]([C:8]1[S:12][C:11]([NH:13][C:27](=[O:28])[C:26]2[CH:25]=[C:24]([O:23][CH3:22])[C:32]([O:33][CH3:34])=[C:31]([O:35][CH3:36])[CH:30]=2)=[N:10][C:9]=1[C:14]1[CH:15]=[CH:16][C:17]([O:20][CH3:21])=[CH:18][CH:19]=1)[C:2]1[CH:3]=[CH:4][CH:5]=[CH:6][CH:7]=1, predict the reactants needed to synthesize it. The reactants are: [CH2:1]([C:8]1[S:12][C:11]([NH2:13])=[N:10][C:9]=1[C:14]1[CH:19]=[CH:18][C:17]([O:20][CH3:21])=[CH:16][CH:15]=1)[C:2]1[CH:7]=[CH:6][CH:5]=[CH:4][CH:3]=1.[CH3:22][O:23][C:24]1[CH:25]=[C:26]([CH:30]=[C:31]([O:35][CH3:36])[C:32]=1[O:33][CH3:34])[C:27](Cl)=[O:28]. (2) Given the product [C:1]([C:5]1[O:6][CH:7]=[C:8](/[CH:10]=[CH:30]\[C:29]2[C:25]([O:24][CH2:23][O:22][CH3:21])=[N:26][N:27]([C:32]3[CH:37]=[CH:36][CH:35]=[CH:34][CH:33]=3)[CH:28]=2)[N:9]=1)([CH3:2])([CH3:3])[CH3:4], predict the reactants needed to synthesize it. The reactants are: [C:1]([C:5]1[O:6][CH:7]=[C:8]([CH2:10]P(=O)(OCC)OCC)[N:9]=1)([CH3:4])([CH3:3])[CH3:2].[H-].[Na+].[CH3:21][O:22][CH2:23][O:24][C:25]1[C:29]([CH:30]=O)=[CH:28][N:27]([C:32]2[CH:37]=[CH:36][CH:35]=[CH:34][CH:33]=2)[N:26]=1.O. (3) Given the product [Br:14][C:11]1[CH:12]=[CH:13][C:8]([C@H:7]2[C@@H:2]([NH:1][S:33]([CH:31]([CH3:32])[CH3:30])(=[O:35])=[O:34])[CH2:3][CH2:4][C:5](=[O:15])[NH:6]2)=[CH:9][CH:10]=1, predict the reactants needed to synthesize it. The reactants are: [NH2:1][C@H:2]1[C@@H:7]([C:8]2[CH:13]=[CH:12][C:11]([Br:14])=[CH:10][CH:9]=2)[NH:6][C:5](=[O:15])[CH2:4][CH2:3]1.N12CCCN=C1CCCCC2.C(Cl)Cl.[CH3:30][CH:31]([S:33](Cl)(=[O:35])=[O:34])[CH3:32].